This data is from Catalyst prediction with 721,799 reactions and 888 catalyst types from USPTO. The task is: Predict which catalyst facilitates the given reaction. Reactant: [CH3:1][C:2]([CH3:58])([CH2:10][C:11]([O:13][C@H:14]1[CH2:31][CH2:30][C@@:29]2([CH3:32])[C@@H:16]([CH2:17][CH2:18][C@:19]3([CH3:55])[C@@H:28]2[CH2:27][CH2:26][C@H:25]2[C@@:20]3([CH3:54])[CH2:21][CH2:22][C@@:23]3(/[CH:40]=[CH:41]/[C:42]([NH:44][C@@H:45]([C:47]4[CH:52]=[CH:51][CH:50]=[CH:49][C:48]=4[Cl:53])[CH3:46])=[O:43])[CH2:35][C:34](=[O:36])[C:33]([CH:37]([CH3:39])[CH3:38])=[C:24]32)[C:15]1([CH3:57])[CH3:56])=[O:12])[C:3]([O:5]C(C)(C)C)=[O:4].C(O)(C(F)(F)F)=O. Product: [Cl:53][C:48]1[CH:49]=[CH:50][CH:51]=[CH:52][C:47]=1[C@H:45]([NH:44][C:42](=[O:43])/[CH:41]=[CH:40]/[C@:23]12[CH2:35][C:34](=[O:36])[C:33]([CH:37]([CH3:39])[CH3:38])=[C:24]1[C@@H:25]1[C@@:20]([CH3:54])([CH2:21][CH2:22]2)[C@@:19]2([CH3:55])[C@@H:28]([C@:29]3([CH3:32])[C@@H:16]([CH2:17][CH2:18]2)[C:15]([CH3:56])([CH3:57])[C@@H:14]([O:13][C:11](=[O:12])[CH2:10][C:2]([CH3:1])([CH3:58])[C:3]([OH:5])=[O:4])[CH2:31][CH2:30]3)[CH2:27][CH2:26]1)[CH3:46]. The catalyst class is: 4.